This data is from Full USPTO retrosynthesis dataset with 1.9M reactions from patents (1976-2016). The task is: Predict the reactants needed to synthesize the given product. (1) Given the product [F:1][C:2]1[CH:7]=[CH:6][C:5]([C:8]2[C:12]([C:13]3[CH:18]=[CH:17][N:16]=[C:15]4[C:19](=[O:24])[NH:20][C:21](=[O:22])[C:14]=34)=[CH:11][N:10]([CH3:25])[N:9]=2)=[CH:4][CH:3]=1, predict the reactants needed to synthesize it. The reactants are: [F:1][C:2]1[CH:7]=[CH:6][C:5]([C:8]2[C:12]([C:13]3[CH:18]=[CH:17][N:16]=[C:15]4[C:19](=[O:24])[N:20](C)[C:21](=[O:22])[C:14]=34)=[CH:11][N:10]([CH3:25])[N:9]=2)=[CH:4][CH:3]=1.[OH-].[NH4+]. (2) Given the product [ClH:15].[F:14][C:6]1[CH:7]=[C:8]([CH:11]=[C:12]([F:13])[C:5]=1[O:4][CH2:3][CH2:2][N:27]1[CH2:26][CH:25]2[O:31][CH:29]([CH2:30][NH:23][CH2:24]2)[CH2:28]1)[C:9]#[N:10], predict the reactants needed to synthesize it. The reactants are: Br[CH2:2][CH2:3][O:4][C:5]1[C:12]([F:13])=[CH:11][C:8]([C:9]#[N:10])=[CH:7][C:6]=1[F:14].[ClH:15].C(OC([N:23]1[CH2:30][CH:29]2[O:31][CH:25]([CH2:26][NH:27][CH2:28]2)[CH2:24]1)=O)(C)(C)C.C([O-])([O-])=O.[K+].[K+].